This data is from Forward reaction prediction with 1.9M reactions from USPTO patents (1976-2016). The task is: Predict the product of the given reaction. (1) Given the reactants F[C:2]1[CH:9]=[CH:8][CH:7]=[C:6]([C:10]([F:13])([F:12])[F:11])[C:3]=1[C:4]#[N:5].[NH3:14].OS(O)(=O)=O.[OH-:20].[Na+], predict the reaction product. The product is: [NH2:14][C:2]1[CH:9]=[CH:8][CH:7]=[C:6]([C:10]([F:13])([F:12])[F:11])[C:3]=1[C:4]([NH2:5])=[O:20]. (2) Given the reactants [F:1][CH:2]([F:38])[O:3][C:4]1[CH:9]=[CH:8][CH:7]=[CH:6][C:5]=1[CH2:10][C:11]1[N:15]2[CH:16]=[C:17]([C:20]3[CH:21]=[N:22][C:23]([N:26]4[CH2:31][CH2:30][C:29]([CH3:36])([C:32]([O:34][CH3:35])=[O:33])[CH2:28][CH2:27]4)=[N:24][CH:25]=3)[CH:18]=[CH:19][C:14]2=[N:13][C:12]=1[CH3:37].CI.[CH3:41][Si](C)(C)N[Si](C)(C)C.[Li], predict the reaction product. The product is: [F:38][CH:2]([F:1])[O:3][C:4]1[CH:9]=[CH:8][CH:7]=[CH:6][C:5]=1[CH:10]([C:11]1[N:15]2[CH:16]=[C:17]([C:20]3[CH:25]=[N:24][C:23]([N:26]4[CH2:27][CH2:28][C:29]([CH3:36])([C:32]([O:34][CH3:35])=[O:33])[CH2:30][CH2:31]4)=[N:22][CH:21]=3)[CH:18]=[CH:19][C:14]2=[N:13][C:12]=1[CH3:37])[CH3:41]. (3) The product is: [ClH:13].[NH2:1][C:2]1[N:3]([CH3:22])[C:4](=[O:21])[C:5]([C:7]2[CH:12]=[CH:11][N:10]=[C:9]([Cl:13])[CH:8]=2)([C:14]2[CH:19]=[CH:18][CH:17]=[C:16]([C:32]3[CH:33]=[C:28]([O:27][S:24]([CH3:23])(=[O:26])=[O:25])[CH:29]=[C:30]([O:43][CH3:44])[CH:31]=3)[CH:15]=2)[N:6]=1. Given the reactants [NH2:1][C:2]1[N:3]([CH3:22])[C:4](=[O:21])[C:5]([C:14]2[CH:19]=[CH:18][CH:17]=[C:16](Br)[CH:15]=2)([C:7]2[CH:12]=[CH:11][N:10]=[C:9]([Cl:13])[CH:8]=2)[N:6]=1.[CH3:23][S:24]([O:27][C:28]1[CH:33]=[C:32](B2OC(C)(C)C(C)(C)O2)[CH:31]=[C:30]([O:43][CH3:44])[CH:29]=1)(=[O:26])=[O:25].C(=O)([O-])[O-].[K+].[K+].O, predict the reaction product. (4) The product is: [Br:20][C:7]1[C:6]2[C:11](=[C:2]([F:1])[CH:3]=[CH:4][CH:5]=2)[C:10](=[O:12])[N:9]([CH2:13][C:14]2[O:15][CH:16]=[CH:17][N:18]=2)[C:8]=1[CH3:19]. Given the reactants [F:1][C:2]1[CH:3]=[CH:4][CH:5]=[C:6]2[C:11]=1[C:10](=[O:12])[N:9]([CH2:13][C:14]1[O:15][CH:16]=[CH:17][N:18]=1)[C:8]([CH3:19])=[CH:7]2.[Br:20]N1C(=O)CCC1=O.C(OCC)C.C(OCC)(=O)C, predict the reaction product. (5) Given the reactants [C:1]([O:5][C:6]([NH:8][CH:9]([CH:13]([OH:15])[CH3:14])[C:10]([OH:12])=[O:11])=[O:7])([CH3:4])([CH3:3])[CH3:2].C([O-])([O-])=O.[K+].[K+].Br[CH2:23][C:24]1[CH:29]=[CH:28][CH:27]=[CH:26][CH:25]=1, predict the reaction product. The product is: [CH2:23]([O:11][C:10](=[O:12])[CH:9]([NH:8][C:6]([O:5][C:1]([CH3:4])([CH3:3])[CH3:2])=[O:7])[CH:13]([OH:15])[CH3:14])[C:24]1[CH:29]=[CH:28][CH:27]=[CH:26][CH:25]=1.